From a dataset of Reaction yield outcomes from USPTO patents with 853,638 reactions. Predict the reaction yield, written as a fraction of the theoretical maximum amount of product (1.0 means a 100% yield; for example, 0.34 means a 34% yield). (1) The reactants are [C:9](O[C:9]([O:11][C:12]([CH3:15])([CH3:14])[CH3:13])=[O:10])([O:11][C:12]([CH3:15])([CH3:14])[CH3:13])=[O:10].[F:16][C:17]1[CH:33]=[CH:32][C:20]([CH2:21][NH:22][C:23]2[CH:24]=[N:25][CH:26]=[CH:27][C:28]=2[N+:29]([O-:31])=[O:30])=[CH:19][CH:18]=1. The catalyst is O1CCCC1. The product is [C:12]([O:11][C:9](=[O:10])[N:22]([CH2:21][C:20]1[CH:32]=[CH:33][C:17]([F:16])=[CH:18][CH:19]=1)[C:23]1[CH:24]=[N:25][CH:26]=[CH:27][C:28]=1[N+:29]([O-:31])=[O:30])([CH3:13])([CH3:14])[CH3:15]. The yield is 0.758. (2) The reactants are [OH:1][CH:2]1[CH2:7][CH2:6][N:5]([C:8]2[C:13]([N:14]3[CH2:19][CH2:18][N:17](C(OC(C)(C)C)=O)[CH2:16][CH2:15]3)=[CH:12][CH:11]=[CH:10][N:9]=2)[CH2:4][CH2:3]1.CO.[ClH:29]. The catalyst is C1(C)C=CC=CC=1. The product is [ClH:29].[ClH:29].[N:14]1([C:13]2[C:8]([N:5]3[CH2:4][CH2:3][CH:2]([OH:1])[CH2:7][CH2:6]3)=[N:9][CH:10]=[CH:11][CH:12]=2)[CH2:15][CH2:16][NH:17][CH2:18][CH2:19]1. The yield is 0.995. (3) The reactants are Br[C:2]1[C:10]2[C:9]([NH:11][C@H:12]([C:14]3[N:19]([C:20]4[CH:25]=[CH:24][CH:23]=[CH:22][CH:21]=4)[C:18](=[O:26])[C:17]4=[C:27]([CH3:30])[CH:28]=[CH:29][N:16]4[N:15]=3)[CH3:13])=[N:8][CH:7]=[N:6][C:5]=2[N:4]([CH2:31][O:32][CH2:33][CH2:34][Si:35]([CH3:38])([CH3:37])[CH3:36])[CH:3]=1.[O:39]1[CH2:44][CH2:43][N:42]([C:45]2[CH:46]=[C:47]([NH:60][S:61]([CH3:64])(=[O:63])=[O:62])[CH:48]=[C:49](B3OC(C)(C)C(C)(C)O3)[CH:50]=2)[CH2:41][CH2:40]1.C(=O)([O-])[O-].[Na+].[Na+]. The catalyst is Cl[Pd](Cl)([P](C1C=CC=CC=1)(C1C=CC=CC=1)C1C=CC=CC=1)[P](C1C=CC=CC=1)(C1C=CC=CC=1)C1C=CC=CC=1. The product is [CH3:30][C:27]1[CH:28]=[CH:29][N:16]2[C:17]=1[C:18](=[O:26])[N:19]([C:20]1[CH:25]=[CH:24][CH:23]=[CH:22][CH:21]=1)[C:14]([C@@H:12]([NH:11][C:9]1[C:10]3[C:2]([C:49]4[CH:48]=[C:47]([NH:60][S:61]([CH3:64])(=[O:63])=[O:62])[CH:46]=[C:45]([N:42]5[CH2:41][CH2:40][O:39][CH2:44][CH2:43]5)[CH:50]=4)=[CH:3][N:4]([CH2:31][O:32][CH2:33][CH2:34][Si:35]([CH3:36])([CH3:37])[CH3:38])[C:5]=3[N:6]=[CH:7][N:8]=1)[CH3:13])=[N:15]2. The yield is 0.320. (4) The product is [C:1]([C:3]1[CH:4]=[C:5]2[C:9](=[CH:10][CH:11]=1)[NH:8][CH:7]=[C:6]2[CH2:12][CH2:13][CH2:14][CH2:15][N:16]1[CH2:21][CH2:20][N:19]([C:22]2[CH:23]=[CH:24][C:25]3[O:29][C:28]([C:30]([NH2:36])=[O:32])=[CH:27][C:26]=3[CH:35]=2)[CH2:18][CH2:17]1)#[N:2]. The reactants are [C:1]([C:3]1[CH:4]=[C:5]2[C:9](=[CH:10][CH:11]=1)[NH:8][CH:7]=[C:6]2[CH2:12][CH2:13][CH2:14][CH2:15][N:16]1[CH2:21][CH2:20][N:19]([C:22]2[CH:23]=[CH:24][C:25]3[O:29][C:28]([C:30]([O:32]CC)=O)=[CH:27][C:26]=3[CH:35]=2)[CH2:18][CH2:17]1)#[N:2].[NH3:36].CO. No catalyst specified. The yield is 0.830. (5) The reactants are [N+:1]([C:4]1[C:5]([CH:14]=O)=[CH:6][CH:7]=[C:8]2[C:13]=1[N:12]=[CH:11][CH:10]=[CH:9]2)([O-:3])=[O:2].[NH2:16][C:17]1[CH:22]=[CH:21][CH:20]=[CH:19][CH:18]=1.[BH4-].[Na+]. The catalyst is CO. The product is [N+:1]([C:4]1[C:5]([CH2:14][NH:16][C:17]2[CH:22]=[CH:21][CH:20]=[CH:19][CH:18]=2)=[CH:6][CH:7]=[C:8]2[C:13]=1[N:12]=[CH:11][CH:10]=[CH:9]2)([O-:3])=[O:2]. The yield is 0.690. (6) The reactants are C(=O)([O-])[O-].[K+].[K+].Br[CH:8]([CH3:10])[CH3:9].[CH3:11][O:12][C:13](=[O:22])[C:14]1[CH:19]=[C:18]([I:20])[CH:17]=[C:16]([OH:21])[CH:15]=1.O. The catalyst is CN(C)C=O.C(OC(=O)C)C. The product is [CH3:11][O:12][C:13](=[O:22])[C:14]1[CH:19]=[C:18]([I:20])[CH:17]=[C:16]([O:21][CH:8]([CH3:10])[CH3:9])[CH:15]=1. The yield is 0.960. (7) The reactants are [CH2:1]=O.[CH3:3][O:4][C:5]1[CH:10]=[CH:9][C:8]([S:11]([C:14]2[CH:19]=[CH:18][C:17]([CH:20]3[CH2:24][CH2:23][NH:22][CH2:21]3)=[C:16]([CH3:25])[CH:15]=2)(=[O:13])=[O:12])=[CH:7][CH:6]=1.[BH4-].[Na+]. The catalyst is CO. The product is [CH3:3][O:4][C:5]1[CH:10]=[CH:9][C:8]([S:11]([C:14]2[CH:19]=[CH:18][C:17]([CH:20]3[CH2:24][CH2:23][N:22]([CH3:1])[CH2:21]3)=[C:16]([CH3:25])[CH:15]=2)(=[O:13])=[O:12])=[CH:7][CH:6]=1. The yield is 0.770.